From a dataset of Full USPTO retrosynthesis dataset with 1.9M reactions from patents (1976-2016). Predict the reactants needed to synthesize the given product. (1) Given the product [F:1][C:2]1[CH:7]=[N:6][CH:5]=[C:4]2[S:8][C:9]([C:11]([OH:13])=[O:12])=[CH:10][C:3]=12, predict the reactants needed to synthesize it. The reactants are: [F:1][C:2]1[CH:7]=[N:6][CH:5]=[C:4]2[S:8][C:9]([C:11]([O:13]C)=[O:12])=[CH:10][C:3]=12.O.[OH-].[Li+].CO.Cl. (2) Given the product [F:1][C:2]1[CH:3]=[CH:4][C:5]([C:8]2[S:12][C:11]3[CH:13]=[CH:14][C:15]([O:17][CH3:18])=[CH:16][C:10]=3[C:9]=2[C:19]([OH:21])=[O:20])=[CH:6][CH:7]=1, predict the reactants needed to synthesize it. The reactants are: [F:1][C:2]1[CH:7]=[CH:6][C:5]([C:8]2[S:12][C:11]3[CH:13]=[CH:14][C:15]([O:17][CH3:18])=[CH:16][C:10]=3[C:9]=2[C:19]([O:21]C)=[O:20])=[CH:4][CH:3]=1.C1COCC1.[OH-].[Li+].Cl. (3) Given the product [CH2:23]([O:27][C:2]1[N:7]=[C:6]([C:8]([O:10][CH3:11])=[O:9])[CH:5]=[CH:4][CH:3]=1)[CH2:24][CH2:25][CH3:26], predict the reactants needed to synthesize it. The reactants are: Cl[C:2]1[N:7]=[C:6]([C:8]([O:10][CH3:11])=[O:9])[CH:5]=[CH:4][CH:3]=1.C[Si]([N-][Si](C)(C)C)(C)C.[Na+].Cl.[CH2:23]([O:27]C1N=C(C(O)=O)C=CC=1)[CH2:24][CH2:25][CH3:26].S(Cl)(Cl)=O. (4) Given the product [CH3:1][O:2][C:3](=[O:16])[CH:4]([NH:5][C:6]([O:8][C:9]([CH3:10])([CH3:11])[CH3:12])=[O:7])[CH2:32][CH:42]=[CH:43][C:18]1[CH:23]=[CH:22][C:21]([N:24]([CH3:31])[C:25]2[N:30]=[CH:29][CH:28]=[CH:27][N:26]=2)=[CH:20][CH:19]=1, predict the reactants needed to synthesize it. The reactants are: [CH3:1][O:2][C:3](=[O:16])[CH2:4][N:5](CC=C)[C:6]([O:8][C:9]([CH3:12])([CH3:11])[CH3:10])=[O:7].I[C:18]1[CH:23]=[CH:22][C:21]([N:24]([CH3:31])[C:25]2[N:30]=[CH:29][CH:28]=[CH:27][N:26]=2)=[CH:20][CH:19]=1.[C:32](=O)([O-])[O-].[K+].[K+].C(O[CH2:42][CH3:43])(=O)C.